From a dataset of Full USPTO retrosynthesis dataset with 1.9M reactions from patents (1976-2016). Predict the reactants needed to synthesize the given product. Given the product [C:25]([O:24][C@@H:18]([C:9]1[C:8]([CH3:29])=[CH:7][C:5]2[N:6]=[C:2]([N:36]3[CH2:37][CH2:38][C:33]4[NH:32][C:31]([CH3:30])=[N:39][C:34]=4[CH2:35]3)[S:3][C:4]=2[C:10]=1[C:11]1[CH:16]=[CH:15][C:14]([Cl:17])=[CH:13][CH:12]=1)[C:19]([O:21][CH2:22][CH3:23])=[O:20])([CH3:28])([CH3:27])[CH3:26], predict the reactants needed to synthesize it. The reactants are: Br[C:2]1[S:3][C:4]2[C:10]([C:11]3[CH:16]=[CH:15][C:14]([Cl:17])=[CH:13][CH:12]=3)=[C:9]([C@H:18]([O:24][C:25]([CH3:28])([CH3:27])[CH3:26])[C:19]([O:21][CH2:22][CH3:23])=[O:20])[C:8]([CH3:29])=[CH:7][C:5]=2[N:6]=1.[CH3:30][C:31]1[NH:32][C:33]2[CH2:38][CH2:37][NH:36][CH2:35][C:34]=2[N:39]=1.C([O-])([O-])=O.[Cs+].[Cs+].